The task is: Predict the reaction yield, written as a fraction of the theoretical maximum amount of product (1.0 means a 100% yield; for example, 0.34 means a 34% yield).. This data is from Reaction yield outcomes from USPTO patents with 853,638 reactions. (1) The reactants are CC([N:5]([CH2:9][CH2:10][NH:11][S:12]([C:15]1[CH:20]=[CH:19][C:18]([C:21]2[CH:26]=[CH:25][N:24]=[C:23]3[N:27](S(C4C=CC(C)=CC=4)(=O)=O)[C:28]([CH2:30][OH:31])=[CH:29][C:22]=23)=[CH:17][CH:16]=1)(=[O:14])=[O:13])[C:6](=[O:8])[O-:7])(C)C.C1(C)C=CC(S(O)(=O)=O)=CC=1. The catalyst is C(Cl)(Cl)Cl. The product is [CH:6]([OH:8])=[O:7].[NH2:5][CH2:9][CH2:10][NH:11][S:12]([C:15]1[CH:20]=[CH:19][C:18]([C:21]2[CH:26]=[CH:25][N:24]=[C:23]3[NH:27][C:28]([CH2:30][OH:31])=[CH:29][C:22]=23)=[CH:17][CH:16]=1)(=[O:13])=[O:14]. The yield is 0.0900. (2) The reactants are Cl[CH2:2][O:3][CH3:4].[CH2:5]([O:12][CH2:13][CH2:14][CH2:15][CH2:16][CH2:17][C@H:18]1[C@@H:34]2[C@H:26]([CH2:27][CH2:28][C@@:29]3([CH3:36])[C@H:33]2[CH2:32][CH2:31][C@@H:30]3[OH:35])[C:25]2[CH:24]=[CH:23][C:22]([OH:37])=[CH:21][C:20]=2[CH2:19]1)[C:6]1[CH:11]=[CH:10][CH:9]=[CH:8][CH:7]=1.CCN(C(C)C)C(C)C.C1[CH2:51][O:50][CH2:49]C1. No catalyst specified. The product is [CH2:5]([O:12][CH2:13][CH2:14][CH2:15][CH2:16][CH2:17][C@H:18]1[C@@H:34]2[C@H:26]([CH2:27][CH2:28][C@@:29]3([CH3:36])[C@H:33]2[CH2:32][CH2:31][C@@H:30]3[O:35][CH2:2][O:3][CH3:4])[C:25]2[CH:24]=[CH:23][C:22]([O:37][CH2:49][O:50][CH3:51])=[CH:21][C:20]=2[CH2:19]1)[C:6]1[CH:7]=[CH:8][CH:9]=[CH:10][CH:11]=1. The yield is 0.970.